The task is: Predict the reaction yield, written as a fraction of the theoretical maximum amount of product (1.0 means a 100% yield; for example, 0.34 means a 34% yield).. This data is from Reaction yield outcomes from USPTO patents with 853,638 reactions. (1) The reactants are [NH2:1][C:2]1[CH:3]=[CH:4][C:5]([Cl:11])=[C:6]([CH:10]=1)[C:7]([OH:9])=[O:8].[N:12]([O-])=O.[Na+].O.O.[Sn](Cl)(Cl)(Cl)Cl. The catalyst is Cl. The product is [ClH:11].[Cl:11][C:5]1[CH:4]=[CH:3][C:2]([NH:1][NH2:12])=[CH:10][C:6]=1[C:7]([OH:9])=[O:8]. The yield is 0.710. (2) The reactants are O=[C:2]1[CH2:6][CH2:5][C@@H:4]([C:7]([OH:9])=[O:8])[N:3]1[C:10]([OH:12])=[O:11].[Li+].[B-](CC)(CC)CC.C(N(C(C)C)C(C)C)C.CN(C1C=CC=CN=1)C.FC(F)(F)C(OC(=O)C(F)(F)F)=O. The catalyst is C1(C)C=CC=CC=1.O. The product is [N:3]1([C:10]([OH:12])=[O:11])[CH:4]([C:7]([OH:9])=[O:8])[CH2:5][CH:6]=[CH:2]1. The yield is 1.00. (3) The reactants are O=S(Cl)Cl.[Br:5][C:6]1[CH:7]=[CH:8][C:9]([O:15]C)=[C:10]([CH:14]=1)[C:11]([OH:13])=O.CN(C=O)C.[Al+3].[Cl-].[Cl-].[Cl-]. The catalyst is C1(C)C=CC=CC=1.C1C=CC=CC=1.C(Cl)Cl. The product is [Br:5][C:6]1[CH:7]=[CH:8][C:9]([OH:15])=[C:10]([C:11]([C:6]2[CH:7]=[CH:8][CH:9]=[CH:10][CH:14]=2)=[O:13])[CH:14]=1. The yield is 0.900. (4) The reactants are [CH3:13][C:12]([O:11][C:9](O[C:9]([O:11][C:12]([CH3:15])([CH3:14])[CH3:13])=[O:10])=[O:10])([CH3:15])[CH3:14].[Br:16][C:17]1[CH:26]=[C:25]2[C:20]([C:21](=[O:38])[N:22]([NH:27][C:28]3[CH:33]=[C:32]([Cl:34])[CH:31]=[CH:30][C:29]=3[S:35][CH2:36][CH3:37])[CH:23]=[N:24]2)=[CH:19][C:18]=1[CH3:39]. The catalyst is CN(C1C=CN=CC=1)C.C1COCC1. The product is [Br:16][C:17]1[CH:26]=[C:25]2[C:20]([C:21](=[O:38])[N:22]([N:27]([C:28]3[CH:33]=[C:32]([Cl:34])[CH:31]=[CH:30][C:29]=3[S:35][CH2:36][CH3:37])[C:9](=[O:10])[O:11][C:12]([CH3:13])([CH3:14])[CH3:15])[CH:23]=[N:24]2)=[CH:19][C:18]=1[CH3:39]. The yield is 0.820. (5) The reactants are [CH2:1]=[C:2]1[O:6][C:4](=[O:5])[CH2:3]1.[C:7]1([NH:13][C:14]2[CH:19]=[CH:18][C:17]([NH2:20])=[CH:16][CH:15]=2)[CH:12]=[CH:11][CH:10]=[CH:9][CH:8]=1. The catalyst is C(O)(=O)C. The product is [O:6]=[C:2]([CH3:1])[CH2:3][C:4]([NH:20][C:17]1[CH:16]=[CH:15][C:14]([NH:13][C:7]2[CH:12]=[CH:11][CH:10]=[CH:9][CH:8]=2)=[CH:19][CH:18]=1)=[O:5]. The yield is 0.920.